Dataset: Forward reaction prediction with 1.9M reactions from USPTO patents (1976-2016). Task: Predict the product of the given reaction. (1) Given the reactants [CH3:1][O:2][CH2:3][CH2:4][N:5]([CH2:22][C:23]1[CH:28]=[CH:27][C:26]([S:29][C:30]([CH3:39])([CH3:38])[C:31]([O:33]C(C)(C)C)=[O:32])=[CH:25][CH:24]=1)[C:6]1[CH:11]=[C:10]([C:12]2[CH:17]=[CH:16][CH:15]=[C:14]([C:18]([F:21])([F:20])[F:19])[CH:13]=2)[N:9]=[CH:8][N:7]=1.C(O)(C(F)(F)F)=O, predict the reaction product. The product is: [CH3:1][O:2][CH2:3][CH2:4][N:5]([CH2:22][C:23]1[CH:24]=[CH:25][C:26]([S:29][C:30]([CH3:39])([CH3:38])[C:31]([OH:33])=[O:32])=[CH:27][CH:28]=1)[C:6]1[CH:11]=[C:10]([C:12]2[CH:17]=[CH:16][CH:15]=[C:14]([C:18]([F:20])([F:19])[F:21])[CH:13]=2)[N:9]=[CH:8][N:7]=1. (2) Given the reactants [Cl:1][C:2]1[N:9]=[CH:8][C:7]([C:10]2[CH:15]=[CH:14][C:13]([O:16][CH3:17])=[CH:12][CH:11]=2)=[CH:6][C:3]=1[CH:4]=[O:5].N1C=CN=C1.[C:23]1(=[O:28])[CH2:27][CH2:26][CH:25]=[CH:24]1, predict the reaction product. The product is: [Cl:1][C:2]1[C:3]([CH:4]([OH:5])[C:24]2[C:23](=[O:28])[CH2:27][CH2:26][CH:25]=2)=[CH:6][C:7]([C:10]2[CH:15]=[CH:14][C:13]([O:16][CH3:17])=[CH:12][CH:11]=2)=[CH:8][N:9]=1. (3) Given the reactants [OH:1][C:2]1[C:6]([CH2:7][C:8]([O:10][CH3:11])=[O:9])=[CH:5][N:4]([C:12]2[CH:17]=[CH:16][CH:15]=[CH:14][CH:13]=2)[N:3]=1.Cl[CH2:19][C:20]1[CH:39]=[CH:38][C:23]([O:24][CH2:25][C:26]2[N:27]=[C:28]([C:32]3[CH:37]=[CH:36][CH:35]=[CH:34][CH:33]=3)[O:29][C:30]=2[CH3:31])=[CH:22][CH:21]=1.C(=O)([O-])[O-].[K+].[K+].CN(C)C=O, predict the reaction product. The product is: [CH3:31][C:30]1[O:29][C:28]([C:32]2[CH:33]=[CH:34][CH:35]=[CH:36][CH:37]=2)=[N:27][C:26]=1[CH2:25][O:24][C:23]1[CH:22]=[CH:21][C:20]([CH2:19][O:1][C:2]2[C:6]([CH2:7][C:8]([O:10][CH3:11])=[O:9])=[CH:5][N:4]([C:12]3[CH:17]=[CH:16][CH:15]=[CH:14][CH:13]=3)[N:3]=2)=[CH:39][CH:38]=1. (4) Given the reactants CC(N(C)C)=O.[Cl:7][CH2:8][C@@H:9]1[C:17]2[C:16]3[CH:18]=[CH:19][CH:20]=[CH:21][C:15]=3[C:14]([N:22]=[C:23]([C:30]3[CH:35]=[CH:34][CH:33]=[CH:32][CH:31]=3)[C:24]3[CH:29]=[CH:28][CH:27]=[CH:26][CH:25]=3)=[CH:13][C:12]=2[NH:11][CH2:10]1.[Cl:36][CH2:37][C@@H:38]1[C:46]2[C:45]3[CH:47]=[CH:48][CH:49]=[CH:50][C:44]=3[C:43]([OH:51])=[CH:42][C:41]=2[N:40]([C:52](=[O:59])[CH2:53][CH2:54][CH2:55][C:56](O)=[O:57])[CH2:39]1.CCN=C=NCCCN(C)C.Cl, predict the reaction product. The product is: [Cl:7][CH2:8][C@@H:9]1[C:17]2[C:16]3[CH:18]=[CH:19][CH:20]=[CH:21][C:15]=3[C:14]([N:22]=[C:23]([C:24]3[CH:25]=[CH:26][CH:27]=[CH:28][CH:29]=3)[C:30]3[CH:35]=[CH:34][CH:33]=[CH:32][CH:31]=3)=[CH:13][C:12]=2[N:11]([C:56](=[O:57])[CH2:55][CH2:54][CH2:53][C:52]([N:40]2[C:41]3[CH:42]=[C:43]([OH:51])[C:44]4[CH:50]=[CH:49][CH:48]=[CH:47][C:45]=4[C:46]=3[C@@H:38]([CH2:37][Cl:36])[CH2:39]2)=[O:59])[CH2:10]1. (5) Given the reactants [OH:1][C:2]1[CH:7]=[CH:6][C:5]([C:8](=[O:10])[CH3:9])=[CH:4][C:3]=1[CH3:11].C1(N([S:19]([C:22]([F:25])([F:24])[F:23])(=[O:21])=[O:20])[S:19]([C:22]([F:25])([F:24])[F:23])(=[O:21])=[O:20])C=CC=CC=1.C(N(CC)CC)C, predict the reaction product. The product is: [F:23][C:22]([F:25])([F:24])[S:19]([O:1][C:2]1[CH:7]=[CH:6][C:5]([C:8](=[O:10])[CH3:9])=[CH:4][C:3]=1[CH3:11])(=[O:21])=[O:20]. (6) Given the reactants [CH:1]1[C:13]2[CH:12]([CH2:14][O:15][C:16]([N:18]3[CH2:23][CH2:22][C:21]([C:27]4[CH:32]=[CH:31][C:30]([Br:33])=[CH:29][CH:28]=4)([C:24](O)=[O:25])[CH2:20][CH2:19]3)=[O:17])[C:11]3[C:6](=[CH:7][CH:8]=[CH:9][CH:10]=3)[C:5]=2[CH:4]=[CH:3][CH:2]=1, predict the reaction product. The product is: [CH:1]1[C:13]2[CH:12]([CH2:14][O:15][C:16]([N:18]3[CH2:19][CH2:20][C:21]([C:27]4[CH:32]=[CH:31][C:30]([Br:33])=[CH:29][CH:28]=4)([CH2:24][OH:25])[CH2:22][CH2:23]3)=[O:17])[C:11]3[C:6](=[CH:7][CH:8]=[CH:9][CH:10]=3)[C:5]=2[CH:4]=[CH:3][CH:2]=1. (7) Given the reactants [S:1]1[CH:5]=[CH:4][N:3]=[C:2]1[O:6][CH2:7][CH2:8][OH:9].[Cl:10][C:11]1[C:16](O)=[C:15]([Cl:18])[CH:14]=[C:13]([CH3:19])[CH:12]=1.P(CCCC)(CCCC)CCCC, predict the reaction product. The product is: [Cl:10][C:11]1[CH:12]=[C:13]([CH3:19])[CH:14]=[C:15]([Cl:18])[C:16]=1[O:9][CH2:8][CH2:7][O:6][C:2]1[S:1][CH:5]=[CH:4][N:3]=1. (8) Given the reactants [I:1][CH2:2][C@H:3]1[O:7][C@@H:6]([N:8]2[CH:12]=[N:11][C:10]([C:13]([NH2:15])=[O:14])=[N:9]2)[C@H:5]([OH:16])[C@@H:4]1[OH:17].[C:18](Cl)(=[O:25])[C:19]1[CH:24]=[CH:23][CH:22]=[CH:21][CH:20]=1.[C:27](=[O:30])(O)[O-].[Na+], predict the reaction product. The product is: [C:18]([O:16][C@@H:5]1[C@H:4]([O:17][C:27](=[O:30])[C:19]2[CH:24]=[CH:23][CH:22]=[CH:21][CH:20]=2)[C@@H:3]([CH2:2][I:1])[O:7][C@H:6]1[N:8]1[CH:12]=[N:11][C:10]([C:13]([NH2:15])=[O:14])=[N:9]1)(=[O:25])[C:19]1[CH:24]=[CH:23][CH:22]=[CH:21][CH:20]=1. (9) Given the reactants [NH2:1][C:2]1[C:3]([NH:31][CH3:32])=[CH:4][C:5]([C:10]2[CH:26]=[CH:25][C:13]([O:14][CH2:15][CH2:16][NH:17][C:18](=[O:24])[O:19][C:20]([CH3:23])([CH3:22])[CH3:21])=[C:12]([C:27]([F:30])([F:29])[F:28])[CH:11]=2)=[N:6][C:7]=1[C:8]#[N:9].Cl.[N:34]([O-])=O.[Na+], predict the reaction product. The product is: [C:8]([C:7]1[C:2]2[N:1]=[N:34][N:31]([CH3:32])[C:3]=2[CH:4]=[C:5]([C:10]2[CH:26]=[CH:25][C:13]([O:14][CH2:15][CH2:16][NH:17][C:18](=[O:24])[O:19][C:20]([CH3:23])([CH3:22])[CH3:21])=[C:12]([C:27]([F:28])([F:29])[F:30])[CH:11]=2)[N:6]=1)#[N:9].